Dataset: Full USPTO retrosynthesis dataset with 1.9M reactions from patents (1976-2016). Task: Predict the reactants needed to synthesize the given product. (1) Given the product [CH2:12]([CH:11]1[C:10]2[CH:9]=[C:8]([CH2:19][NH:20][S:21]([CH2:24][CH2:25][CH3:26])(=[O:23])=[O:22])[CH:7]=[CH:6][C:5]=2[CH2:4][CH2:3][CH:2]1[NH:1][C:29]1([C:36]#[N:37])[CH2:30][O:27][CH2:28]1)[C:13]1[CH:18]=[CH:17][CH:16]=[CH:15][CH:14]=1, predict the reactants needed to synthesize it. The reactants are: [NH2:1][CH:2]1[CH:11]([CH2:12][C:13]2[CH:18]=[CH:17][CH:16]=[CH:15][CH:14]=2)[C:10]2[CH:9]=[C:8]([CH2:19][NH:20][S:21]([CH2:24][CH2:25][CH3:26])(=[O:23])=[O:22])[CH:7]=[CH:6][C:5]=2[CH2:4][CH2:3]1.[O:27]1[CH2:30][C:29](=O)[CH2:28]1.C[Si]([C:36]#[N:37])(C)C. (2) Given the product [F:1][C:2]1[CH:3]=[C:4]2[C:10]([C:21]#[N:22])=[N:9][N:8]([CH2:12][C:13]3[CH:18]=[CH:17][CH:16]=[CH:15][C:14]=3[F:19])[C:5]2=[N:6][CH:7]=1, predict the reactants needed to synthesize it. The reactants are: [F:1][C:2]1[CH:3]=[C:4]2[C:10](I)=[N:9][N:8]([CH2:12][C:13]3[CH:18]=[CH:17][CH:16]=[CH:15][C:14]=3[F:19])[C:5]2=[N:6][CH:7]=1.[Cu](C#N)[C:21]#[N:22].O.N.O. (3) The reactants are: [Cl:1][C:2]1[C:3]([O:12][C:13]2[CH:18]=[C:17]([OH:19])[CH:16]=[CH:15][C:14]=2[CH2:20][CH2:21][C:22]([O:24][CH2:25][CH3:26])=[O:23])=[N:4][CH:5]=[C:6]([C:8]([F:11])([F:10])[F:9])[CH:7]=1.Cl[Si:28]([CH:35]([CH3:37])[CH3:36])([CH:32]([CH3:34])[CH3:33])[CH:29]([CH3:31])[CH3:30].N1C=CN=C1.O. Given the product [Cl:1][C:2]1[C:3]([O:12][C:13]2[CH:18]=[C:17]([O:19][Si:28]([CH:35]([CH3:37])[CH3:36])([CH:32]([CH3:34])[CH3:33])[CH:29]([CH3:31])[CH3:30])[CH:16]=[CH:15][C:14]=2[CH2:20][CH2:21][C:22]([O:24][CH2:25][CH3:26])=[O:23])=[N:4][CH:5]=[C:6]([C:8]([F:9])([F:11])[F:10])[CH:7]=1, predict the reactants needed to synthesize it. (4) Given the product [Cl-:14].[OH:8][C:4]1[C:3]([CH3:9])=[CH:2][C:7]([S+:11]([CH3:13])[CH3:10])=[CH:6][C:5]=1[CH3:15], predict the reactants needed to synthesize it. The reactants are: C[C:2]1[C:3]([CH3:9])=[C:4]([OH:8])[CH:5]=[CH:6][CH:7]=1.[CH3:10][S:11]([CH3:13])=O.[ClH:14].[CH3:15]O.